This data is from Full USPTO retrosynthesis dataset with 1.9M reactions from patents (1976-2016). The task is: Predict the reactants needed to synthesize the given product. The reactants are: [NH2:1][C:2]1[S:3][C:4]([CH2:7][CH2:8][C@H:9]2[C:12](=[O:13])[NH:11][C@@H:10]2[C:14]([O:16][CH2:17][C:18]2[CH:23]=[CH:22][CH:21]=[CH:20][CH:19]=2)=[O:15])=[CH:5][N:6]=1.[C:24]([O:28][C:29](O[C:29]([O:28][C:24]([CH3:27])([CH3:26])[CH3:25])=[O:30])=[O:30])([CH3:27])([CH3:26])[CH3:25]. Given the product [C:24]([O:28][C:29]([NH:1][C:2]1[S:3][C:4]([CH2:7][CH2:8][C@H:9]2[C:12](=[O:13])[NH:11][C@@H:10]2[C:14]([O:16][CH2:17][C:18]2[CH:23]=[CH:22][CH:21]=[CH:20][CH:19]=2)=[O:15])=[CH:5][N:6]=1)=[O:30])([CH3:27])([CH3:26])[CH3:25], predict the reactants needed to synthesize it.